This data is from Reaction yield outcomes from USPTO patents with 853,638 reactions. The task is: Predict the reaction yield, written as a fraction of the theoretical maximum amount of product (1.0 means a 100% yield; for example, 0.34 means a 34% yield). The reactants are [C:1]([NH:4][CH2:5][C@@H:6]1[O:10][C:9](=[O:11])[N:8]([C:12]2[CH:17]=[C:16]([F:18])[C:15]([N:19]3[CH2:24][CH2:23][C:22]([O:28][P:29](=[O:32])([OH:31])[OH:30])([CH2:25][O:26][CH3:27])[CH2:21][CH2:20]3)=[C:14]([F:33])[CH:13]=2)[CH2:7]1)(=[O:3])[CH3:2].[OH-].[Mg+2:35].[OH-]. The catalyst is O. The product is [Mg+2:35].[C:1]([NH:4][CH2:5][C@@H:6]1[O:10][C:9](=[O:11])[N:8]([C:12]2[CH:17]=[C:16]([F:18])[C:15]([N:19]3[CH2:24][CH2:23][C:22]([O:28][P:29](=[O:30])([O-:31])[O-:32])([CH2:25][O:26][CH3:27])[CH2:21][CH2:20]3)=[C:14]([F:33])[CH:13]=2)[CH2:7]1)(=[O:3])[CH3:2]. The yield is 0.920.